This data is from Catalyst prediction with 721,799 reactions and 888 catalyst types from USPTO. The task is: Predict which catalyst facilitates the given reaction. (1) Reactant: [C:1]([C:5]1[C:6](=[O:12])[O:7][CH:8]([CH3:11])[C:9]=1O)([CH3:4])([CH3:3])[CH3:2].O.[NH2:14][NH2:15]. Product: [C:1]([C:5]1[C:6](=[O:12])[N:14]=[N:15][C:9]=1[CH:8]([OH:7])[CH3:11])([CH3:4])([CH3:3])[CH3:2]. The catalyst class is: 8. (2) Reactant: [Cl:1][C:2]1[CH:3]=[C:4]([CH:8]2[C:13]([C:14]([OH:16])=O)=[C:12]([CH3:17])[NH:11][C:10](=[O:18])[NH:9]2)[CH:5]=[CH:6][CH:7]=1.[C:19]1([CH:25]=[CH:26][CH2:27][NH2:28])[CH:24]=[CH:23][CH:22]=[CH:21][CH:20]=1.CCN=C=NCCCN(C)C.Cl. Product: [C:19]1([CH:25]=[CH:26][CH2:27][NH:28][C:14]([C:13]2[CH:8]([C:4]3[CH:5]=[CH:6][CH:7]=[C:2]([Cl:1])[CH:3]=3)[NH:9][C:10](=[O:18])[NH:11][C:12]=2[CH3:17])=[O:16])[CH:24]=[CH:23][CH:22]=[CH:21][CH:20]=1. The catalyst class is: 3. (3) Reactant: [Cl:1][C:2]1[CH:7]=[CH:6][C:5]([S:8]([C:11]([CH3:17])([CH3:16])[C:12]([NH:14][OH:15])=[NH:13])(=[O:10])=[O:9])=[CH:4][CH:3]=1.[C:18]([C:22]1[CH:26]=[C:25]([C:27](Cl)=O)[N:24]([CH3:30])[N:23]=1)([CH3:21])([CH3:20])[CH3:19]. Product: [C:18]([C:22]1[CH:26]=[C:25]([C:27]2[O:15][N:14]=[C:12]([C:11]([S:8]([C:5]3[CH:4]=[CH:3][C:2]([Cl:1])=[CH:7][CH:6]=3)(=[O:9])=[O:10])([CH3:17])[CH3:16])[N:13]=2)[N:24]([CH3:30])[N:23]=1)([CH3:21])([CH3:20])[CH3:19]. The catalyst class is: 17.